From a dataset of Forward reaction prediction with 1.9M reactions from USPTO patents (1976-2016). Predict the product of the given reaction. (1) Given the reactants FC(F)(F)C(O)=O.[N+:8]([C:11]1[CH:12]=[CH:13][C:14]([O:17][CH:18]2[CH2:23][CH2:22][N:21](C(OC(C)(C)C)=O)[CH2:20][CH2:19]2)=[N:15][CH:16]=1)([O-:10])=[O:9], predict the reaction product. The product is: [N+:8]([C:11]1[CH:12]=[CH:13][C:14]([O:17][CH:18]2[CH2:23][CH2:22][NH:21][CH2:20][CH2:19]2)=[N:15][CH:16]=1)([O-:10])=[O:9]. (2) Given the reactants [Br:1][C:2]1[CH:10]=[C:9]2[C:5]([CH:6]=[N:7][NH:8]2)=[CH:4][CH:3]=1.[H-].[Na+].[CH3:13]I, predict the reaction product. The product is: [CH3:13][N:8]1[C:9]2[C:5](=[CH:4][CH:3]=[C:2]([Br:1])[CH:10]=2)[CH:6]=[N:7]1.[CH3:13][N:7]1[CH:6]=[C:5]2[C:9]([CH:10]=[C:2]([Br:1])[CH:3]=[CH:4]2)=[N:8]1. (3) Given the reactants [CH2:1]([C@H:8]([NH:31][C:32](=[O:38])[O:33][C:34](C)([CH3:36])[CH3:35])[C@@H:9]([OH:30])[CH:10]([NH:18][S:19]([C:22]1[CH:27]=[CH:26][C:25]([O:28][CH3:29])=[CH:24][CH:23]=1)(=[O:21])=[O:20])[O:11][CH:12]1[CH2:17][CH2:16][CH2:15][CH2:14][CH2:13]1)[C:2]1[CH:7]=[CH:6][CH:5]=[CH:4][CH:3]=1.[C:39](=O)(O[C@H]1CCOC1)[O:40]N1C(=O)CCC1=O.C(O)(=O)C, predict the reaction product. The product is: [CH2:1]([C@H:8]([NH:31][C:32](=[O:38])[O:33][C@H:34]1[CH2:36][CH2:39][O:40][CH2:35]1)[C@@H:9]([OH:30])[CH:10]([NH:18][S:19]([C:22]1[CH:27]=[CH:26][C:25]([O:28][CH3:29])=[CH:24][CH:23]=1)(=[O:21])=[O:20])[O:11][CH:12]1[CH2:17][CH2:16][CH2:15][CH2:14][CH2:13]1)[C:2]1[CH:7]=[CH:6][CH:5]=[CH:4][CH:3]=1. (4) Given the reactants [Cl:1][C:2]1[C:3]([NH:29][C:30]2[CH:35]=[CH:34][CH:33]=[CH:32][C:31]=2[S:36]([CH:39]([CH3:41])[CH3:40])(=[O:38])=[O:37])=[N:4][C:5]([NH:8][C:9]2[CH:17]=[C:16]3[C:12]([CH2:13][N:14]([CH:19]4[CH2:24][CH2:23][NH:22][CH2:21][CH2:20]4)[C:15]3=[O:18])=[CH:11][C:10]=2[O:25][CH:26]([CH3:28])[CH3:27])=[N:6][CH:7]=1.C(N(CC)CC)C.[CH3:49][N:50]([CH3:54])[C:51](Cl)=[O:52], predict the reaction product. The product is: [CH3:49][N:50]([CH3:54])[C:51]([N:22]1[CH2:21][CH2:20][CH:19]([N:14]2[CH2:13][C:12]3[C:16](=[CH:17][C:9]([NH:8][C:5]4[N:4]=[C:3]([NH:29][C:30]5[CH:35]=[CH:34][CH:33]=[CH:32][C:31]=5[S:36]([CH:39]([CH3:41])[CH3:40])(=[O:38])=[O:37])[C:2]([Cl:1])=[CH:7][N:6]=4)=[C:10]([O:25][CH:26]([CH3:28])[CH3:27])[CH:11]=3)[C:15]2=[O:18])[CH2:24][CH2:23]1)=[O:52]. (5) Given the reactants Cl[C:2]1[C:7]([C:8]([F:11])([F:10])[F:9])=[CH:6][N:5]=[C:4]([NH:12][C:13]2[CH:32]=[CH:31][C:16]([CH2:17][N:18]3[CH2:23][CH2:22][N:21]([C:24]([O:26][C:27]([CH3:30])([CH3:29])[CH3:28])=[O:25])[CH2:20][CH2:19]3)=[CH:15][CH:14]=2)[N:3]=1.[C:33]([C:35]1[CH:36]=[C:37]([CH:41]=[CH:42][CH:43]=1)[C:38]([NH2:40])=[O:39])#[CH:34].C1(P(C2C=CC=CC=2)C2C=CC=CC=2)C=CC=CC=1.C(N(CC)CC)C, predict the reaction product. The product is: [C:38]([C:37]1[CH:36]=[C:35]([C:33]#[C:34][C:2]2[C:7]([C:8]([F:11])([F:10])[F:9])=[CH:6][N:5]=[C:4]([NH:12][C:13]3[CH:32]=[CH:31][C:16]([CH2:17][N:18]4[CH2:23][CH2:22][N:21]([C:24]([O:26][C:27]([CH3:30])([CH3:29])[CH3:28])=[O:25])[CH2:20][CH2:19]4)=[CH:15][CH:14]=3)[N:3]=2)[CH:43]=[CH:42][CH:41]=1)(=[O:39])[NH2:40]. (6) Given the reactants [NH:1]([C:30]([O:32][C:33]([CH3:36])([CH3:35])[CH3:34])=[O:31])[C@H:2]([C:27](O)=[O:28])[CH2:3][CH2:4][CH2:5][NH:6][C:7](=[NH:26])[NH:8][S:9]([C:12]1[C:24]([CH3:25])=[C:23]2[C:17]([O:18][C:19]([CH2:22]2)([CH3:21])[CH3:20])=[C:15]([CH3:16])[C:13]=1[CH3:14])(=[O:11])=[O:10].CCN(C(C)C)C(C)C.CN(C(ON1N=NC2C=CC=NC1=2)=[N+](C)C)C.F[P-](F)(F)(F)(F)F.[CH2:70]([O:72][C:73](=[O:96])[CH2:74][N:75]([C:77](=[O:95])[C@@H:78]([NH2:94])[CH2:79][N:80]([CH3:93])[S:81]([C:84]1[CH:89]=[CH:88][CH:87]=[CH:86][C:85]=1[N+:90]([O-:92])=[O:91])(=[O:83])=[O:82])[CH3:76])[CH3:71], predict the reaction product. The product is: [CH2:70]([O:72][C:73](=[O:96])[CH2:74][N:75]([C:77](=[O:95])[C@@H:78]([NH:94][C:27](=[O:28])[C@@H:2]([NH:1][C:30]([O:32][C:33]([CH3:36])([CH3:35])[CH3:34])=[O:31])[CH2:3][CH2:4][CH2:5][NH:6]/[C:7](/[NH2:26])=[N:8]\[S:9]([C:12]1[C:13]([CH3:14])=[C:15]([CH3:16])[C:17]2[O:18][C:19]([CH3:21])([CH3:20])[CH2:22][C:23]=2[C:24]=1[CH3:25])(=[O:11])=[O:10])[CH2:79][N:80]([CH3:93])[S:81]([C:84]1[CH:89]=[CH:88][CH:87]=[CH:86][C:85]=1[N+:90]([O-:92])=[O:91])(=[O:83])=[O:82])[CH3:76])[CH3:71]. (7) Given the reactants [NH2:1][C:2]1[CH:10]=[C:9]2[C:5]([C:6]([CH3:14])([CH3:13])[C:7](=[O:12])[N:8]2[CH3:11])=[CH:4][C:3]=1[NH:15][C:16](=O)[CH2:17][CH2:18][C:19]1[CH:27]=[CH:26][C:22]2[O:23][CH2:24][O:25][C:21]=2[CH:20]=1, predict the reaction product. The product is: [O:23]1[C:22]2[CH:26]=[CH:27][C:19]([CH2:18][CH2:17][C:16]3[NH:15][C:3]4=[CH:4][C:5]5[C:6]([CH3:14])([CH3:13])[C:7](=[O:12])[N:8]([CH3:11])[C:9]=5[CH:10]=[C:2]4[N:1]=3)=[CH:20][C:21]=2[O:25][CH2:24]1. (8) The product is: [F:1][C:2]1[CH:9]=[C:8]([O:10][CH2:11][CH3:12])[CH:7]=[CH:6][C:3]=1[CH:4]=[N+:20]([CH:14]1[CH2:19][CH2:18][CH2:17][CH2:16][CH2:15]1)[O-:21]. Given the reactants [F:1][C:2]1[CH:9]=[C:8]([OH:10])[CH:7]=[CH:6][C:3]=1[C:4]#N.[CH2:11](I)[CH3:12].[CH:14]1([NH:20][OH:21])[CH2:19][CH2:18][CH2:17][CH2:16][CH2:15]1, predict the reaction product.